From a dataset of Full USPTO retrosynthesis dataset with 1.9M reactions from patents (1976-2016). Predict the reactants needed to synthesize the given product. (1) Given the product [NH2:1][C:2]1[N:10]=[C:9]2[C:5]([N:6]=[CH:7][N:8]2[C@@H:11]2[O:17][C@H:16]([CH2:18][OH:19])[C@@H:14]([OH:15])[C@H:12]2[O:13][CH2:24][CH2:25][CH2:26][CH2:27][CH2:28][CH2:29][CH2:30][CH2:31][CH3:32])=[C:4]([NH2:20])[N:3]=1, predict the reactants needed to synthesize it. The reactants are: [NH2:1][C:2]1[N:10]=[C:9]2[C:5]([N:6]=[CH:7][N:8]2[C@@H:11]2[O:17][C@H:16]([CH2:18][OH:19])[C@@H:14]([OH:15])[C@H:12]2[OH:13])=[C:4]([NH2:20])[N:3]=1.[H-].[Na+].Br[CH2:24][CH2:25][CH2:26][CH2:27][CH2:28][CH2:29][CH2:30][CH2:31][CH3:32]. (2) Given the product [CH2:15]([C@@H:14]1[O:13][C:12]([CH2:22][CH3:23])([CH2:24][CH3:25])[O:11][C@H:10]1[CH2:9][CH2:8][OH:7])[C:16]1[CH:17]=[CH:18][CH:19]=[CH:20][CH:21]=1, predict the reactants needed to synthesize it. The reactants are: C([O:7][CH2:8][CH2:9][C@H:10]1[C@H:14]([CH2:15][C:16]2[CH:21]=[CH:20][CH:19]=[CH:18][CH:17]=2)[O:13][C:12]([CH2:24][CH3:25])([CH2:22][CH3:23])[O:11]1)(=O)C(C)(C)C.C[O-].[Na+].